This data is from Retrosynthesis with 50K atom-mapped reactions and 10 reaction types from USPTO. The task is: Predict the reactants needed to synthesize the given product. (1) Given the product COc1cc([N+](=O)[O-])ccc1OCCCN1CCN(c2cc(=O)n(C)c(=O)n2C)CC1, predict the reactants needed to synthesize it. The reactants are: COc1cc([N+](=O)[O-])ccc1O.Cn1c(N2CCN(CCCO)CC2)cc(=O)n(C)c1=O. (2) Given the product COC(=O)CCc1cccc(CN(Cc2ccc(-c3cncnc3)cc2)S(=O)(=O)c2ccccc2)c1, predict the reactants needed to synthesize it. The reactants are: COC(=O)CCc1cccc(CNCc2ccc(-c3cncnc3)cc2)c1.O=S(=O)(Cl)c1ccccc1. (3) Given the product CC(C(=O)O)c1ccc(CNS(C)(=O)=O)c(F)c1, predict the reactants needed to synthesize it. The reactants are: CCOC(=O)C(C)c1ccc(CNS(C)(=O)=O)c(F)c1. (4) Given the product N#CCC1CCNCC1, predict the reactants needed to synthesize it. The reactants are: CC(C)(C)OC(=O)N1CCC(CC#N)CC1. (5) Given the product CCOC(CNC(=S)Nc1ccccn1)OCC, predict the reactants needed to synthesize it. The reactants are: CCOC(CN)OCC.S=C=Nc1ccccn1.